Dataset: Full USPTO retrosynthesis dataset with 1.9M reactions from patents (1976-2016). Task: Predict the reactants needed to synthesize the given product. Given the product [F:8][C:4]1[CH:5]=[CH:6][CH:7]=[C:2]([F:1])[C:3]=1[N:9]1[C:14]2=[N:15][C:16]([S:27]([CH3:28])=[O:30])=[N:17][C:18]([C:19]3[CH:24]=[CH:23][C:22]([F:25])=[CH:21][C:20]=3[CH3:26])=[C:13]2[CH2:12][NH:11][C:10]1=[O:29], predict the reactants needed to synthesize it. The reactants are: [F:1][C:2]1[CH:7]=[CH:6][CH:5]=[C:4]([F:8])[C:3]=1[N:9]1[C:14]2=[N:15][C:16]([S:27][CH3:28])=[N:17][C:18]([C:19]3[CH:24]=[CH:23][C:22]([F:25])=[CH:21][C:20]=3[CH3:26])=[C:13]2[CH2:12][NH:11][C:10]1=[O:29].[OH:30]OS([O-])=O.[K+].